Dataset: NCI-60 drug combinations with 297,098 pairs across 59 cell lines. Task: Regression. Given two drug SMILES strings and cell line genomic features, predict the synergy score measuring deviation from expected non-interaction effect. (1) Drug 1: CC1CCC2CC(C(=CC=CC=CC(CC(C(=O)C(C(C(=CC(C(=O)CC(OC(=O)C3CCCCN3C(=O)C(=O)C1(O2)O)C(C)CC4CCC(C(C4)OC)OCCO)C)C)O)OC)C)C)C)OC. Drug 2: CC(C)(C#N)C1=CC(=CC(=C1)CN2C=NC=N2)C(C)(C)C#N. Cell line: EKVX. Synergy scores: CSS=-1.94, Synergy_ZIP=-0.512, Synergy_Bliss=-4.29, Synergy_Loewe=-4.61, Synergy_HSA=-4.78. (2) Drug 1: CC1=C(C=C(C=C1)NC(=O)C2=CC=C(C=C2)CN3CCN(CC3)C)NC4=NC=CC(=N4)C5=CN=CC=C5. Drug 2: CN(C(=O)NC(C=O)C(C(C(CO)O)O)O)N=O. Cell line: HOP-92. Synergy scores: CSS=9.01, Synergy_ZIP=-3.36, Synergy_Bliss=-3.71, Synergy_Loewe=3.93, Synergy_HSA=0.439. (3) Drug 1: CN(C)C1=NC(=NC(=N1)N(C)C)N(C)C. Drug 2: COCCOC1=C(C=C2C(=C1)C(=NC=N2)NC3=CC=CC(=C3)C#C)OCCOC.Cl. Cell line: NCI-H522. Synergy scores: CSS=33.9, Synergy_ZIP=-4.50, Synergy_Bliss=6.09, Synergy_Loewe=-41.9, Synergy_HSA=3.25. (4) Drug 1: CN(C)N=NC1=C(NC=N1)C(=O)N. Drug 2: CS(=O)(=O)OCCCCOS(=O)(=O)C. Cell line: LOX IMVI. Synergy scores: CSS=43.0, Synergy_ZIP=-6.42, Synergy_Bliss=-1.45, Synergy_Loewe=-0.140, Synergy_HSA=2.01.